Dataset: NCI-60 drug combinations with 297,098 pairs across 59 cell lines. Task: Regression. Given two drug SMILES strings and cell line genomic features, predict the synergy score measuring deviation from expected non-interaction effect. Drug 1: CC12CCC3C(C1CCC2=O)CC(=C)C4=CC(=O)C=CC34C. Drug 2: CC1=C(C(=O)C2=C(C1=O)N3CC4C(C3(C2COC(=O)N)OC)N4)N. Cell line: NCI/ADR-RES. Synergy scores: CSS=28.8, Synergy_ZIP=-1.65, Synergy_Bliss=-1.51, Synergy_Loewe=-5.23, Synergy_HSA=-3.00.